Dataset: Full USPTO retrosynthesis dataset with 1.9M reactions from patents (1976-2016). Task: Predict the reactants needed to synthesize the given product. (1) Given the product [F:17][C:9]([F:8])([F:18])[C:10]([OH:16])([CH3:15])[CH2:11][C:12]([NH:20][C@H:21]([CH3:32])[C:22]([O:24][CH2:25][C:26]1[CH:31]=[CH:30][CH:29]=[CH:28][CH:27]=1)=[O:23])=[O:14], predict the reactants needed to synthesize it. The reactants are: CN1CCOCC1.[F:8][C:9]([F:18])([F:17])[C:10]([OH:16])([CH3:15])[CH2:11][C:12]([OH:14])=O.Cl.[NH2:20][C@H:21]([CH3:32])[C:22]([O:24][CH2:25][C:26]1[CH:31]=[CH:30][CH:29]=[CH:28][CH:27]=1)=[O:23].CN(C(ON1N=NC2C=CC=NC1=2)=[N+](C)C)C.F[P-](F)(F)(F)(F)F. (2) Given the product [CH2:1]([CH:5]1[CH2:6][CH2:7][CH:8]([S:11][O:12][CH2:17][O:19][S:11][CH:8]2[CH2:9][CH2:10][CH:5]([CH2:1][CH2:2][CH2:3][CH3:4])[CH2:6][CH2:7]2)[CH2:9][CH2:10]1)[CH2:2][CH2:3][CH3:4], predict the reactants needed to synthesize it. The reactants are: [CH2:1]([CH:5]1[CH2:10][CH2:9][CH:8]([SH:11])[CH2:7][CH2:6]1)[CH2:2][CH2:3][CH3:4].[OH-:12].[Na+].ClCCl.[CH2:17]([OH:19])C. (3) The reactants are: C(C1C=CC=C(C(C)C)C=1N1[C:22](=[O:23])[C:21]2[CH:24]=[C:25]([O:34][C:35]3[CH:40]=[CH:39][CH:38]=[CH:37][CH:36]=3)[C:26]3[O:27][C:28]4[C:33]([C:18]5[C:19]=3[C:20]=2C(=[CH:16][C:17]=5[O:41][C:42]2[CH:47]=[CH:46][CH:45]=[CH:44][CH:43]=2)C1=O)=[CH:32][CH:31]=[CH:30][CH:29]=4)(C)C.[OH-].[K+].[CH3:51][C:52]([OH:54])=[O:53].Cl. Given the product [O:34]([C:25]1[CH:24]=[C:21]2[C:22](=[O:23])[O:53][C:52](=[O:54])[C:51]3[CH:16]=[C:17]([O:41][C:42]4[CH:43]=[CH:44][CH:45]=[CH:46][CH:47]=4)[C:18]4[C:33]5[C:28]([O:27][C:26]=1[C:19]=4[C:20]2=3)=[CH:29][CH:30]=[CH:31][CH:32]=5)[C:35]1[CH:36]=[CH:37][CH:38]=[CH:39][CH:40]=1, predict the reactants needed to synthesize it. (4) Given the product [NH2:8][C@@H:9]1[CH2:13][CH2:12][N:11]([S:14]([C:17]2[C:18]3[C:19]([Cl:27])=[CH:20][N:21]=[C:22]([OH:32])[C:23]=3[CH:24]=[CH:25][CH:26]=2)(=[O:16])=[O:15])[CH2:10]1.[ClH:27], predict the reactants needed to synthesize it. The reactants are: C(OC([NH:8][C@@H:9]1[CH2:13][CH2:12][N:11]([S:14]([C:17]2[C:18]3[C:19]([Cl:27])=[CH:20][N:21]=[CH:22][C:23]=3[CH:24]=[CH:25][CH:26]=2)(=[O:16])=[O:15])[CH2:10]1)=O)(C)(C)C.C([O:32]C(N[C@H]1CCN(S(C2C3C(Br)=CN=CC=3C=CC=2)(=O)=O)C1)=O)(C)(C)C. (5) The reactants are: [Cl:1][C:2]1[CH:7]=[CH:6][C:5]([Mg]Br)=[CH:4][CH:3]=1.[Br:10][C:11]1[CH:25]=[CH:24][C:14]2[C:15]([C:18](N(OC)C)=[O:19])=[N:16][S:17][C:13]=2[CH:12]=1.Cl. Given the product [Br:10][C:11]1[CH:25]=[CH:24][C:14]2[C:15]([C:18]([C:5]3[CH:6]=[CH:7][C:2]([Cl:1])=[CH:3][CH:4]=3)=[O:19])=[N:16][S:17][C:13]=2[CH:12]=1, predict the reactants needed to synthesize it. (6) Given the product [Br:1][C:2]1[CH:3]=[CH:4][C:5]([NH:8][C:17](=[O:23])[O:18][C:19]([CH3:22])([CH3:21])[CH3:20])=[N:6][CH:7]=1, predict the reactants needed to synthesize it. The reactants are: [Br:1][C:2]1[CH:3]=[CH:4][C:5]([NH2:8])=[N:6][CH:7]=1.BrC1C=CC(OC)=C(N[C:17](=[O:23])[O:18][C:19]([CH3:22])([CH3:21])[CH3:20])C=1.C(OCC)(=O)C.CCCCCCC.CO[C@@H]1[C@@H](C(OC)=O)[C@@H]2[C@@H](CN3[C@H](C2)C2NC4C=C(OC)C=CC=4C=2CC3)C[C@H]1OC(C1C=C(OC)C(OC)=C(OC)C=1)=O. (7) Given the product [Cl:32][C:18]1[C:17]([N:8]2[CH2:9][CH2:10][N:5]([S:2]([CH3:1])(=[O:4])=[O:3])[CH2:6][CH2:7]2)=[C:16]([S:13]([CH2:11][CH3:12])(=[O:15])=[O:14])[CH:21]=[CH:20][C:19]=1[NH:22][C:23](=[O:31])[C@:24]([OH:30])([CH3:29])[C:25]([F:28])([F:27])[F:26], predict the reactants needed to synthesize it. The reactants are: [CH3:1][S:2]([N:5]1[CH2:10][CH2:9][NH:8][CH2:7][CH2:6]1)(=[O:4])=[O:3].[CH2:11]([S:13]([C:16]1[CH:21]=[CH:20][C:19]([NH:22][C:23](=[O:31])[C:24]([OH:30])([CH3:29])[C:25]([F:28])([F:27])[F:26])=[C:18]([Cl:32])[C:17]=1F)(=[O:15])=[O:14])[CH3:12]. (8) Given the product [CH3:56][O:57][CH2:58][CH2:59][N:31]1[CH:35]=[C:34]([C:2]2[CH:3]=[CH:4][C:5]([N:8]([CH3:26])[C:9]([N:11]3[CH2:16][CH2:15][CH:14]([C:17](=[O:25])[C:18]4[CH:19]=[CH:20][C:21]([C:34]5[CH:33]=[N:32][N:31]([CH2:30][CH2:29][O:28][CH3:27])[CH:35]=5)=[CH:22][CH:23]=4)[CH2:13][CH2:12]3)=[O:10])=[CH:6][CH:7]=2)[CH:33]=[N:32]1, predict the reactants needed to synthesize it. The reactants are: Br[C:2]1[CH:7]=[CH:6][C:5]([N:8]([CH3:26])[C:9]([N:11]2[CH2:16][CH2:15][CH:14]([C:17](=[O:25])[C:18]3[CH:23]=[CH:22][C:21](Br)=[CH:20][CH:19]=3)[CH2:13][CH2:12]2)=[O:10])=[CH:4][CH:3]=1.[CH3:27][O:28][CH2:29][CH2:30][N:31]1[CH:35]=[C:34](B2OC(C)(C)C(C)(C)O2)[CH:33]=[N:32]1.C(=O)([O-])[O-].[Cs+].[Cs+].ClCCl.O1[CH2:59][CH2:58][O:57][CH2:56]C1.O.